This data is from Forward reaction prediction with 1.9M reactions from USPTO patents (1976-2016). The task is: Predict the product of the given reaction. (1) Given the reactants [F:1][C:2]([F:15])([F:14])[C:3]1[CH:8]=[CH:7][CH:6]=[CH:5][C:4]=1[CH2:9][CH2:10][C:11]([OH:13])=O.[NH:16]1[CH2:21][CH2:20][C:19]2([C:30]3[C:25](=[CH:26][CH:27]=[CH:28][CH:29]=3)[CH2:24][N:23]([C:31]([O:33][C:34]([CH3:37])([CH3:36])[CH3:35])=[O:32])[CH2:22]2)[CH2:18][CH2:17]1, predict the reaction product. The product is: [F:14][C:2]([F:1])([F:15])[C:3]1[CH:8]=[CH:7][CH:6]=[CH:5][C:4]=1[CH2:9][CH2:10][C:11]([N:16]1[CH2:17][CH2:18][C:19]2([C:30]3[C:25](=[CH:26][CH:27]=[CH:28][CH:29]=3)[CH2:24][N:23]([C:31]([O:33][C:34]([CH3:37])([CH3:36])[CH3:35])=[O:32])[CH2:22]2)[CH2:20][CH2:21]1)=[O:13]. (2) Given the reactants Cl[S:2]([C:5]1[CH:14]=[CH:13][C:12]2[NH:11][C:10](=[O:15])[C:9]3[NH:16][CH:17]=[C:18]([C:19]([OH:21])=[O:20])[C:8]=3[C:7]=2[CH:6]=1)(=[O:4])=[O:3].C(OC([NH:29][C:30]1[CH:35]=[CH:34][C:33]([NH2:36])=[CH:32][CH:31]=1)=O)(C)(C)C, predict the reaction product. The product is: [NH2:29][C:30]1[CH:35]=[CH:34][C:33]([NH:36][S:2]([C:5]2[CH:14]=[CH:13][C:12]3[NH:11][C:10](=[O:15])[C:9]4[NH:16][CH:17]=[CH:18][C:8]=4[C:7]=3[CH:6]=2)(=[O:3])=[O:4])=[CH:32][CH:31]=1.[CH2:18]([C:19]([O-:21])=[O:20])[CH3:17]. (3) Given the reactants [CH3:1][O:2][C:3]1[CH:8]=[CH:7][CH:6]=[CH:5][C:4]=1[C:9]([CH:11]([CH2:16][CH2:17][C:18]1[CH:23]=[CH:22][CH:21]=[CH:20][CH:19]=1)[C:12]([O:14][CH3:15])=[O:13])=O.C([O-])(=O)C.[NH4+:28].C(O)(=O)C, predict the reaction product. The product is: [NH2:28]/[C:9](/[C:4]1[CH:5]=[CH:6][CH:7]=[CH:8][C:3]=1[O:2][CH3:1])=[C:11](/[CH2:16][CH2:17][C:18]1[CH:23]=[CH:22][CH:21]=[CH:20][CH:19]=1)\[C:12]([O:14][CH3:15])=[O:13]. (4) Given the reactants C(OC([N:8]1[CH2:13][CH2:12][N:11]([C:14]2[C:19]([CH2:20][O:21][C:22]3[CH:27]=[C:26]([CH:28]([CH3:30])[CH3:29])[CH:25]=[CH:24][C:23]=3[CH3:31])=[C:18]([CH3:32])[N:17]=[C:16](Cl)[N:15]=2)[CH2:10][CH2:9]1)=O)(C)(C)C.[CH2:34]([C:36]1[CH:41]=[CH:40][CH:39]=[C:38]([CH2:42][CH3:43])[C:37]=1B(O)O)[CH3:35].C(=O)([O-])[O-].[Na+].[Na+], predict the reaction product. The product is: [CH2:34]([C:36]1[CH:41]=[CH:40][CH:39]=[C:38]([CH2:42][CH3:43])[C:37]=1[C:16]1[N:17]=[C:18]([CH3:32])[C:19]([CH2:20][O:21][C:22]2[CH:27]=[C:26]([CH:28]([CH3:30])[CH3:29])[CH:25]=[CH:24][C:23]=2[CH3:31])=[C:14]([N:11]2[CH2:12][CH2:13][NH:8][CH2:9][CH2:10]2)[N:15]=1)[CH3:35]. (5) The product is: [C:1]([O:4][C:5]1[C:14]([CH3:15])=[CH:13][C:12]([CH2:16][CH2:17][CH2:18][OH:19])=[CH:11][C:6]=1[C:7]([O:9][CH3:10])=[O:8])(=[O:3])[CH3:2]. Given the reactants [C:1]([O:4][C:5]1[C:14]([CH3:15])=[CH:13][C:12](/[CH:16]=[CH:17]\[CH2:18][OH:19])=[CH:11][C:6]=1[C:7]([O:9][CH3:10])=[O:8])(=[O:3])[CH3:2], predict the reaction product. (6) Given the reactants [H-].[Na+].[Cl:3][C:4]1[CH:9]=[C:8]([Cl:10])[CH:7]=[C:6]([Cl:11])[C:5]=1[OH:12].S1(=O)(=O)[N:17]2[CH2:18][CH2:19][CH2:20][C@H:16]2[CH2:15]O1.Cl, predict the reaction product. The product is: [Cl:3][C:4]1[CH:9]=[C:8]([Cl:10])[CH:7]=[C:6]([Cl:11])[C:5]=1[O:12][CH2:15][C@@H:16]1[CH2:20][CH2:19][CH2:18][NH:17]1. (7) Given the reactants COC1C=C(C)C(S(N2CCCCC2COCC(O)=O)(=O)=O)=C(C)C=1.CN1CCC(N2CCNCC2)CC1.C(=O)([O-])O.[Na+].[CH3:44][O:45][C:46]1[CH:51]=[C:50]([CH3:52])[C:49]([S:53]([N:56]2[CH2:61][CH2:60][CH2:59][CH2:58][CH:57]2[CH2:62][O:63][CH2:64][C:65]([N:67]2[CH2:72][CH2:71][N:70]([CH:73]3[CH2:78][CH2:77][N:76]([CH3:79])[CH2:75][CH2:74]3)[CH2:69][CH2:68]2)=[O:66])(=[O:55])=[O:54])=[C:48]([CH3:80])[CH:47]=1.[Cl:81][Si](C)(C)C, predict the reaction product. The product is: [ClH:81].[ClH:81].[CH3:44][O:45][C:46]1[CH:51]=[C:50]([CH3:52])[C:49]([S:53]([N:56]2[CH2:61][CH2:60][CH2:59][CH2:58][CH:57]2[CH2:62][O:63][CH2:64][C:65]([N:67]2[CH2:72][CH2:71][N:70]([CH:73]3[CH2:78][CH2:77][N:76]([CH3:79])[CH2:75][CH2:74]3)[CH2:69][CH2:68]2)=[O:66])(=[O:55])=[O:54])=[C:48]([CH3:80])[CH:47]=1. (8) Given the reactants [CH:1]1[C:6]2[NH:7][CH2:8][CH2:9][CH2:10][O:11][C:5]=2[CH:4]=[C:3]([NH2:12])[CH:2]=1.Cl[C:14]1[N:19]=[C:18]([NH:20][C:21]2[C:30]([F:31])=[CH:29][CH:28]=[CH:27][C:22]=2[C:23]([NH:25][CH3:26])=[O:24])[C:17]([Cl:32])=[CH:16][N:15]=1.C12(CS(O)(=O)=O)C(C)(C)C(CC1)CC2=O, predict the reaction product. The product is: [Cl:32][C:17]1[C:18]([NH:20][C:21]2[C:30]([F:31])=[CH:29][CH:28]=[CH:27][C:22]=2[C:23]([NH:25][CH3:26])=[O:24])=[N:19][C:14]([NH:12][C:3]2[CH:2]=[CH:1][C:6]3[NH:7][CH2:8][CH2:9][CH2:10][O:11][C:5]=3[CH:4]=2)=[N:15][CH:16]=1. (9) Given the reactants Br[C:2]1[C:3]([NH:18][C:19]2[NH:23][N:22]=[C:21]([CH:24]3[CH2:26][CH2:25]3)[CH:20]=2)=[N:4][C:5]([NH:8][C@H:9]([C:11]2[CH:16]=[CH:15][C:14]([F:17])=[CH:13][CH:12]=2)[CH3:10])=[N:6][CH:7]=1.[Cu][C:28]#[N:29], predict the reaction product. The product is: [CH:24]1([C:21]2[NH:22][N:23]=[C:19]([NH:18][C:3]3[C:2]([C:28]#[N:29])=[CH:7][N:6]=[C:5]([NH:8][C@H:9]([C:11]4[CH:16]=[CH:15][C:14]([F:17])=[CH:13][CH:12]=4)[CH3:10])[N:4]=3)[CH:20]=2)[CH2:26][CH2:25]1. (10) Given the reactants S([O:8][S:9]([C:12]([F:15])([F:14])[F:13])(=[O:11])=[O:10])(C(F)(F)F)(=O)=O.[F:16][C:17]([F:42])([F:41])[C:18]([N:20]=[S:21]1(=[O:40])[CH2:29][C:28]2[C:27](O)=[N:26][C:25]([C:31]3[CH:36]=[CH:35][C:34]([O:37][CH3:38])=[C:33]([F:39])[CH:32]=3)=[N:24][C:23]=2[CH2:22]1)=[O:19].C(N(CC)CC)C, predict the reaction product. The product is: [F:15][C:12]([F:13])([F:14])[S:9]([O:8][C:27]1[C:28]2[CH2:29][S:21](=[O:40])(=[N:20][C:18](=[O:19])[C:17]([F:41])([F:42])[F:16])[CH2:22][C:23]=2[N:24]=[C:25]([C:31]2[CH:36]=[CH:35][C:34]([O:37][CH3:38])=[C:33]([F:39])[CH:32]=2)[N:26]=1)(=[O:10])=[O:11].